From a dataset of Catalyst prediction with 721,799 reactions and 888 catalyst types from USPTO. Predict which catalyst facilitates the given reaction. (1) Reactant: [Cl:1][C:2]1[CH:7]=[CH:6][C:5]([C:8]2[N:12]([CH:13]3[CH2:15][CH2:14]3)[C:11](=[O:16])[N:10]([CH:17]([CH3:21])[C:18]([OH:20])=O)[N:9]=2)=[CH:4][CH:3]=1.[C:22]1([C@@H:32]([NH2:34])[CH3:33])[C:31]2[C:26](=[CH:27][CH:28]=[CH:29][CH:30]=2)[CH:25]=[CH:24][CH:23]=1.C1C=CC2N(O)N=NC=2C=1.CCN=C=NCCCN(C)C.Cl. Product: [Cl:1][C:2]1[CH:3]=[CH:4][C:5]([C:8]2[N:12]([CH:13]3[CH2:14][CH2:15]3)[C:11](=[O:16])[N:10]([CH:17]([CH3:21])[C:18]([NH:34][C@H:32]([C:22]3[C:31]4[C:26](=[CH:27][CH:28]=[CH:29][CH:30]=4)[CH:25]=[CH:24][CH:23]=3)[CH3:33])=[O:20])[N:9]=2)=[CH:6][CH:7]=1. The catalyst class is: 3. (2) Reactant: C[O:2][C:3]1[N:8]=[C:7]([O:9]C)[C:6]([C:11]2[S:12][CH:13]=[C:14]([CH3:16])[N:15]=2)=[CH:5][N:4]=1. Product: [CH3:16][C:14]1[N:15]=[C:11]([C:6]2[C:7](=[O:9])[NH:8][C:3](=[O:2])[NH:4][CH:5]=2)[S:12][CH:13]=1. The catalyst class is: 89. (3) Reactant: CN(C(ON1N=NC2C=CC=NC1=2)=[N+](C)C)C.F[P-](F)(F)(F)(F)F.C(N(CC)C(C)C)(C)C.[ClH:34].[N:35]12[CH2:42][CH2:41][CH:38]([CH2:39][CH2:40]1)[C@@H:37]([NH:43][C:44]([C:46]1[S:47][C:48]3[C:54]([C:55]4[CH:56]=[C:57]([CH:61]=[CH:62][CH:63]=4)[C:58]([OH:60])=O)=[CH:53][CH:52]=[CH:51][C:49]=3[CH:50]=1)=[O:45])[CH2:36]2.[NH:64]1[CH2:69][CH2:68][O:67][CH2:66][CH2:65]1. Product: [ClH:34].[N:35]12[CH2:40][CH2:39][CH:38]([CH2:41][CH2:42]1)[C@@H:37]([NH:43][C:44]([C:46]1[S:47][C:48]3[C:54]([C:55]4[CH:63]=[CH:62][CH:61]=[C:57]([C:58]([N:64]5[CH2:69][CH2:68][O:67][CH2:66][CH2:65]5)=[O:60])[CH:56]=4)=[CH:53][CH:52]=[CH:51][C:49]=3[CH:50]=1)=[O:45])[CH2:36]2. The catalyst class is: 3. (4) Reactant: [NH2:1][C@H:2]1[CH2:7][C@@H:6]([CH3:8])[CH2:5][N:4]([C:9]2[CH:14]=[CH:13][N:12]=[CH:11][C:10]=2[NH:15][C:16]([C:18]2[C:27]([NH:28]C(=O)OCC3C=CC=CC=3)=[CH:26][C:25]3[C:20](=[CH:21][C:22]([N:39]4[CH2:44][CH2:43][O:42][CH2:41][CH2:40]4)=[CH:23][CH:24]=3)[N:19]=2)=[O:17])[CH2:3]1. Product: [NH2:28][C:27]1[C:18]([C:16]([NH:15][C:10]2[CH:11]=[N:12][CH:13]=[CH:14][C:9]=2[N:4]2[CH2:5][C@H:6]([CH3:8])[CH2:7][C@H:2]([NH2:1])[CH2:3]2)=[O:17])=[N:19][C:20]2[C:25]([CH:26]=1)=[CH:24][CH:23]=[C:22]([N:39]1[CH2:40][CH2:41][O:42][CH2:43][CH2:44]1)[CH:21]=2. The catalyst class is: 844.